This data is from Forward reaction prediction with 1.9M reactions from USPTO patents (1976-2016). The task is: Predict the product of the given reaction. Given the reactants [NH2:1][C:2]1[CH:10]=[CH:9][C:5]([C:6]([OH:8])=[O:7])=[CH:4][C:3]=1[O:11][CH3:12].S(=O)(=O)(O)O.[C:18](O)(=O)[C:19]1C=CC=CC=1.[OH-].[Na+], predict the reaction product. The product is: [NH2:1][C:2]1[CH:10]=[CH:9][C:5]([C:6]([O:8][CH2:18][CH3:19])=[O:7])=[CH:4][C:3]=1[O:11][CH3:12].